This data is from Forward reaction prediction with 1.9M reactions from USPTO patents (1976-2016). The task is: Predict the product of the given reaction. (1) Given the reactants [NH2:1][C:2]1[C:6]2[C:7]([O:11]CC3C=CC=CC=3)=[N:8][CH:9]=[CH:10][C:5]=2[N:4]([C@@:19]2([CH2:32][C:33]#[N:34])[CH2:24][O:23][C@H:22]([C:25]([O:27][C:28]([CH3:31])([CH3:30])[CH3:29])=[O:26])[CH2:21][CH2:20]2)[N:3]=1, predict the reaction product. The product is: [NH2:1][C:2]1[C:6]2[C:7](=[O:11])[NH:8][CH:9]=[CH:10][C:5]=2[N:4]([C@@:19]2([CH2:32][C:33]#[N:34])[CH2:24][O:23][C@H:22]([C:25]([O:27][C:28]([CH3:29])([CH3:30])[CH3:31])=[O:26])[CH2:21][CH2:20]2)[N:3]=1. (2) The product is: [F:28][C:27]1[CH:26]=[CH:25][C:21]([C:22]([NH:1][C@@H:2]2[CH2:6][CH2:5][C@H:4]([NH:7][C:8](=[O:17])[O:9][CH2:10][C:11]3[CH:16]=[CH:15][CH:14]=[CH:13][CH:12]=3)[CH2:3]2)=[O:23])=[CH:20][CH:19]=1. Given the reactants [NH2:1][C@@H:2]1[CH2:6][CH2:5][C@H:4]([NH:7][C:8](=[O:17])[O:9][CH2:10][C:11]2[CH:16]=[CH:15][CH:14]=[CH:13][CH:12]=2)[CH2:3]1.Cl[C:19]1[CH:20]=[C:21]([CH:25]=[CH:26][C:27]=1[F:28])[C:22](O)=[O:23].C1C=CC2N(O)N=NC=2C=1.O.CCN=C=NCCCN(C)C.Cl.C([O-])(O)=O.[Na+], predict the reaction product. (3) Given the reactants Cl[C:2]1[C:7]([C:8]([C:10]2[NH:11][CH:12]=[C:13]([C:15]3[C:20]([Cl:21])=[CH:19][CH:18]=[CH:17][C:16]=3[Cl:22])[CH:14]=2)=O)=[CH:6][CH:5]=[CH:4][N:3]=1.O.[NH2:24][NH2:25], predict the reaction product. The product is: [Cl:22][C:16]1[CH:17]=[CH:18][CH:19]=[C:20]([Cl:21])[C:15]=1[C:13]1[CH:14]=[C:10]([C:8]2[C:7]3[C:2](=[N:3][CH:4]=[CH:5][CH:6]=3)[NH:25][N:24]=2)[NH:11][CH:12]=1.